This data is from Retrosynthesis with 50K atom-mapped reactions and 10 reaction types from USPTO. The task is: Predict the reactants needed to synthesize the given product. (1) Given the product CCOC[C@@H]1COC(C)(C)O1, predict the reactants needed to synthesize it. The reactants are: CC1(C)OCC(CO)O1.CCI. (2) Given the product CCNCC1CCN(C(C)c2ccccc2)C1, predict the reactants needed to synthesize it. The reactants are: CC(c1ccccc1)N1CCC(CCl)C1.CCN. (3) The reactants are: CC1CCC(C(=O)N(c2cc(C#CC(C)(C)C)sc2C(=O)O)[C@H]2C[C@@H](O)C2)CC1.Fc1cccnc1. Given the product CC(C)(C)C#Cc1cc(N(C(=O)[C@H]2CC[C@H](C)CC2)[C@H]2C[C@@H](Oc3cccnc3)C2)c(C(=O)O)s1, predict the reactants needed to synthesize it. (4) Given the product CC(COc1ccc(S(C)(=O)=O)cc1)=NNc1ccc(C#N)cc1, predict the reactants needed to synthesize it. The reactants are: CC(=O)COc1ccc(S(C)(=O)=O)cc1.N#Cc1ccc(NN)cc1. (5) The reactants are: CC(C)(C)OC(=O)NCCN1CCNCC1.Fc1cccc2nc(CN3CCC[C@H]4CCc5cccnc5[C@H]43)cn12. Given the product CC(C)(C)OC(=O)NCCN1CCN(c2cccc3nc(CN4CCC[C@H]5CCc6cccnc6[C@H]54)cn23)CC1, predict the reactants needed to synthesize it. (6) Given the product Cn1cc(-c2cnc3nnn(Cc4cccc(-c5ncc(OCCN6CCOCC6)cn5)c4)c3n2)cn1, predict the reactants needed to synthesize it. The reactants are: Brc1cnc2nnn(Cc3cccc(-c4ncc(OCCN5CCOCC5)cn4)c3)c2n1.Cn1cc(B2OC(C)(C)C(C)(C)O2)cn1. (7) Given the product CCc1nc2ccc(-n3ccc(OCc4ccc(F)cc4)cc3=O)cc2n1C, predict the reactants needed to synthesize it. The reactants are: CCC(=O)O.CNc1cc(-n2ccc(OCc3ccc(F)cc3)cc2=O)ccc1N.